From a dataset of Reaction yield outcomes from USPTO patents with 853,638 reactions. Predict the reaction yield, written as a fraction of the theoretical maximum amount of product (1.0 means a 100% yield; for example, 0.34 means a 34% yield). (1) The yield is 0.930. The product is [CH3:20][O:19][CH2:18][CH2:17][N:11]1[CH2:10][CH2:9][C:8]2[C:13](=[CH:14][CH:15]=[CH:16][C:7]=2/[CH:6]=[CH:5]/[C:4]([OH:21])=[O:3])[CH2:12]1. The reactants are C([O:3][C:4](=[O:21])/[CH:5]=[CH:6]/[C:7]1[CH:16]=[CH:15][CH:14]=[C:13]2[C:8]=1[CH2:9][CH2:10][N:11]([CH2:17][CH2:18][O:19][CH3:20])[CH2:12]2)C.[Li+].[OH-].Cl. The catalyst is C1COCC1. (2) The reactants are N[C:2]1[CH:3]=[C:4]([C:8]2[C:9]([C:14]#[N:15])=[CH:10][CH:11]=[CH:12][CH:13]=2)[CH:5]=[CH:6][CH:7]=1.S(=O)(=O)(O)[OH:17].N([O-])=O.[Na+]. The catalyst is O1CCOCC1.O. The product is [OH:17][C:2]1[CH:3]=[C:4]([C:8]2[C:9]([C:14]#[N:15])=[CH:10][CH:11]=[CH:12][CH:13]=2)[CH:5]=[CH:6][CH:7]=1. The yield is 0.650. (3) The reactants are [CH2:1]([N:3]([CH2:20][CH3:21])[CH2:4][CH2:5][N:6]1[CH2:12][CH2:11][CH2:10][C:9]2[NH:13][C:14]([CH:17]=O)=[C:15]([CH3:16])[C:8]=2[C:7]1=[O:19])[CH3:2].[Cl:22][C:23]1[CH:28]=[CH:27][CH:26]=[C:25]([Cl:29])[C:24]=1[CH2:30][S:31]([C:34]1[CH:35]=[C:36]2[C:40](=[CH:41][CH:42]=1)[NH:39][C:38](=[O:43])[CH2:37]2)(=[O:33])=[O:32].N1CCCCC1. The catalyst is C(O)C. The product is [Cl:22][C:23]1[CH:28]=[CH:27][CH:26]=[C:25]([Cl:29])[C:24]=1[CH2:30][S:31]([C:34]1[CH:35]=[C:36]2[C:40](=[CH:41][CH:42]=1)[NH:39][C:38](=[O:43])/[C:37]/2=[CH:17]\[C:14]1[NH:13][C:9]2[CH2:10][CH2:11][CH2:12][N:6]([CH2:5][CH2:4][N:3]([CH2:20][CH3:21])[CH2:1][CH3:2])[C:7](=[O:19])[C:8]=2[C:15]=1[CH3:16])(=[O:32])=[O:33]. The yield is 0.790. (4) The reactants are [F:1][C:2]([F:25])([F:24])[C:3]1[CH:4]=[C:5]([C:13]2[N:17]=[CH:16][N:15]([CH2:18][C:19](=[CH2:23])[C:20]([OH:22])=O)[N:14]=2)[CH:6]=[C:7]([C:9]([F:12])([F:11])[F:10])[CH:8]=1.[NH:26]([C:28]1[CH:33]=[CH:32][CH:31]=[CH:30][N:29]=1)[NH2:27].C(P1(=O)OP(CCC)(=O)OP(CCC)(=O)O1)CC.CCN(C(C)C)C(C)C. The catalyst is ClCCl. The product is [F:25][C:2]([F:1])([F:24])[C:3]1[CH:4]=[C:5]([C:13]2[N:17]=[CH:16][N:15]([CH2:18][C:19](=[CH2:23])[C:20]([NH:27][NH:26][C:28]3[CH:33]=[CH:32][CH:31]=[CH:30][N:29]=3)=[O:22])[N:14]=2)[CH:6]=[C:7]([C:9]([F:12])([F:11])[F:10])[CH:8]=1. The yield is 0.0200. (5) The reactants are [OH:1][CH2:2][C:3]1[N:7]2[C:8](=[O:24])[N:9]([CH:11]3[CH2:16][CH2:15][N:14]([C:17]([O:19][C:20]([CH3:23])([CH3:22])[CH3:21])=[O:18])[CH2:13][CH2:12]3)[CH2:10][C:6]2=[CH:5][N:4]=1.[O:25]=[C:26]1[CH2:31][CH2:30][CH2:29][CH2:28][N:27]1[CH2:32][C:33](O)=[O:34]. No catalyst specified. The product is [O:24]=[C:8]1[N:7]2[C:3]([CH2:2][O:1][C:33](=[O:34])[CH2:32][N:27]3[CH2:28][CH2:29][CH2:30][CH2:31][C:26]3=[O:25])=[N:4][CH:5]=[C:6]2[CH2:10][N:9]1[CH:11]1[CH2:12][CH2:13][N:14]([C:17]([O:19][C:20]([CH3:21])([CH3:23])[CH3:22])=[O:18])[CH2:15][CH2:16]1. The yield is 0.990. (6) The reactants are [CH3:1][O:2][C:3]1[CH:12]=[CH:11][C:10]([N+:13]([O-])=O)=[C:9]2[C:4]=1[CH:5]=[CH:6][CH:7]=[N:8]2.[Sn](Cl)Cl. The catalyst is Cl. The product is [CH3:1][O:2][C:3]1[CH:12]=[CH:11][C:10]([NH2:13])=[C:9]2[C:4]=1[CH:5]=[CH:6][CH:7]=[N:8]2. The yield is 0.910.